Dataset: Full USPTO retrosynthesis dataset with 1.9M reactions from patents (1976-2016). Task: Predict the reactants needed to synthesize the given product. (1) Given the product [CH:7]1([C:10]2[N:11]=[CH:12][N:13]([C:15]3[C:16]([CH3:24])=[CH:17][C:18]([F:23])=[C:19]([CH:22]=3)[C:20]#[N:21])[CH:14]=2)[CH2:8][CH2:9]1, predict the reactants needed to synthesize it. The reactants are: C(O)(=O)C.OO.[CH:7]1([C:10]2[N:11]=[C:12](S)[N:13]([C:15]3[C:16]([CH3:24])=[CH:17][C:18]([F:23])=[C:19]([CH:22]=3)[C:20]#[N:21])[CH:14]=2)[CH2:9][CH2:8]1.S([O-])([O-])=O.[Na+].[Na+]. (2) Given the product [F:1][C:2]1[CH:7]=[C:6]([C:8]2[CH:9]=[C:10]3[C:16]([C:17]4[C:18]([CH3:31])=[N:19][N:20]([CH2:23][C:24]5[CH:29]=[CH:28][CH:27]=[C:26]([F:30])[CH:25]=5)[C:21]=4[CH3:22])=[CH:15][N:14]([S:32]([C:35]4[CH:41]=[CH:40][C:38]([CH3:39])=[CH:37][CH:36]=4)(=[O:33])=[O:34])[C:11]3=[N:12][CH:13]=2)[CH:5]=[CH:4][C:3]=1[CH:42]1[CH2:47][CH2:46][N:45]([C:48]([O:50][C:51]([CH3:54])([CH3:53])[CH3:52])=[O:49])[CH2:44][CH2:43]1, predict the reactants needed to synthesize it. The reactants are: [F:1][C:2]1[CH:7]=[C:6]([C:8]2[CH:9]=[C:10]3[C:16]([C:17]4[C:18]([CH3:31])=[N:19][N:20]([CH2:23][C:24]5[CH:29]=[CH:28][CH:27]=[C:26]([F:30])[CH:25]=5)[C:21]=4[CH3:22])=[CH:15][N:14]([S:32]([C:35]4[CH:41]=[CH:40][C:38]([CH3:39])=[CH:37][CH:36]=4)(=[O:34])=[O:33])[C:11]3=[N:12][CH:13]=2)[CH:5]=[CH:4][C:3]=1[C:42]1[CH2:47][CH2:46][N:45]([C:48]([O:50][C:51]([CH3:54])([CH3:53])[CH3:52])=[O:49])[CH2:44][CH:43]=1. (3) Given the product [CH2:1]([O:8][C:9]([N:11]1[C:19]2[C:14](=[CH:15][CH:16]=[CH:17][CH:18]=2)[C:13]([CH2:20][OH:21])=[CH:12]1)=[O:10])[C:2]1[CH:3]=[CH:4][CH:5]=[CH:6][CH:7]=1, predict the reactants needed to synthesize it. The reactants are: [CH2:1]([O:8][C:9]([N:11]1[C:19]2[C:14](=[CH:15][CH:16]=[CH:17][CH:18]=2)[C:13]([CH:20]=[O:21])=[CH:12]1)=[O:10])[C:2]1[CH:7]=[CH:6][CH:5]=[CH:4][CH:3]=1.[BH4-].[Na+].O. (4) Given the product [OH:3][CH2:4][C@@H:5]1[C@H:6]([OH:7])[C@@H:8]([OH:13])[C@@H:9]([OH:12])[CH2:10][O:11]1, predict the reactants needed to synthesize it. The reactants are: CC1(C)[O:7][C@@H:6]2[C@@H:8]([OH:13])[C@@H:9]([OH:12])[CH2:10][O:11][C@@H:5]2[CH2:4][O:3]1.Cl.C([O-])(O)=O.[Na+].